This data is from Full USPTO retrosynthesis dataset with 1.9M reactions from patents (1976-2016). The task is: Predict the reactants needed to synthesize the given product. (1) Given the product [Br:1][CH2:2][C@H:3]1[CH2:8][CH2:7][C@@H:6]([C:9]#[CH:10])[CH2:5][CH2:4]1, predict the reactants needed to synthesize it. The reactants are: [Br:1][CH2:2][CH:3]1[CH2:8][CH2:7][CH:6]([C:9]#[CH:10])[CH2:5][CH2:4]1.FC(F)(F)CCC(C#N)C#N.[I-].[K+].C(=O)([O-])[O-].[K+].[K+].Cl.C(C(C#N)(CCC(F)(F)F)CC1CCC(C#C)CC1)#N. (2) Given the product [Cl:39][C:38]1[C:33]([CH:15]([C:16]2[CH:25]=[C:24]3[C:19]([CH:20]=[CH:21][C:22]([C:26]4[CH:27]=[CH:28][CH:29]=[CH:30][CH:31]=4)=[N:23]3)=[CH:18][CH:17]=2)[NH2:14])=[N:34][CH:35]=[CH:36][N:37]=1, predict the reactants needed to synthesize it. The reactants are: C(/[N:14]=[CH:15]/[C:16]1[CH:25]=[C:24]2[C:19]([CH:20]=[CH:21][C:22]([C:26]3[CH:31]=[CH:30][CH:29]=[CH:28][CH:27]=3)=[N:23]2)=[CH:18][CH:17]=1)(C1C=CC=CC=1)C1C=CC=CC=1.Cl[C:33]1[C:38]([Cl:39])=[N:37][CH:36]=[CH:35][N:34]=1. (3) The reactants are: [O:1]([C:8]1[CH:13]=[CH:12][C:11]([C:14]2[C:25]([C:26]([NH2:28])=[O:27])=[C:17]3[NH:18][C:19]4[CH:20]=[N:21][CH:22]=[CH:23][C:24]=4[N:16]3[N:15]=2)=[CH:10][CH:9]=1)[C:2]1[CH:7]=[CH:6][CH:5]=[CH:4][CH:3]=1.[CH2:29](Br)[C:30]1[CH:35]=[CH:34][CH:33]=[CH:32][CH:31]=1.[BH4-].[Na+].O. Given the product [CH2:29]([N:21]1[CH2:22][CH2:23][C:24]2[N:16]3[N:15]=[C:14]([C:11]4[CH:10]=[CH:9][C:8]([O:1][C:2]5[CH:7]=[CH:6][CH:5]=[CH:4][CH:3]=5)=[CH:13][CH:12]=4)[C:25]([C:26]([NH2:28])=[O:27])=[C:17]3[NH:18][C:19]=2[CH2:20]1)[C:30]1[CH:35]=[CH:34][CH:33]=[CH:32][CH:31]=1, predict the reactants needed to synthesize it.